This data is from Forward reaction prediction with 1.9M reactions from USPTO patents (1976-2016). The task is: Predict the product of the given reaction. (1) Given the reactants Br[C:2]1[C:10]2[N:9]3[CH2:11][CH2:12][CH2:13][NH:14][C:15](=[O:16])[C:8]3=[CH:7][C:6]=2[CH:5]=[C:4]([C:17]#[N:18])[CH:3]=1.[F:19][C:20]1[CH:21]=[C:22](B(O)O)[CH:23]=[CH:24][C:25]=1[CH3:26], predict the reaction product. The product is: [F:19][C:20]1[CH:21]=[C:22]([C:2]2[C:10]3[N:9]4[CH2:11][CH2:12][CH2:13][NH:14][C:15](=[O:16])[C:8]4=[CH:7][C:6]=3[CH:5]=[C:4]([C:17]#[N:18])[CH:3]=2)[CH:23]=[CH:24][C:25]=1[CH3:26]. (2) Given the reactants [CH3:1][C:2]([C:8]1[CH:13]=[CH:12][CH:11]=[CH:10][CH:9]=1)([CH3:7])[C:3]([O:5]C)=[O:4].C1(C(CCC)(CCC)C(OC)=O)C=CC=CC=1, predict the reaction product. The product is: [CH3:7][C:2]([C:8]1[CH:13]=[CH:12][CH:11]=[CH:10][CH:9]=1)([CH3:1])[C:3]([OH:5])=[O:4].